Dataset: Catalyst prediction with 721,799 reactions and 888 catalyst types from USPTO. Task: Predict which catalyst facilitates the given reaction. (1) Reactant: C([N:4]([S:30]([CH2:33][C:34]1[CH:39]=[CH:38][CH:37]=[CH:36][CH:35]=1)(=[O:32])=[O:31])[C:5]([CH:7]1[CH2:12][CH2:11][N:10]([C:13]2[C:23]([C:24]#[N:25])=[CH:22][C:16]([C:17]([O:19][CH2:20][CH3:21])=[O:18])=[C:15]([O:26][CH:27]([F:29])[F:28])[N:14]=2)[CH2:9][CH2:8]1)=[O:6])C=C.C1(C)C=CC(S([O-])=O)=CC=1.[Na+]. Product: [CH2:33]([S:30]([NH:4][C:5]([CH:7]1[CH2:12][CH2:11][N:10]([C:13]2[C:23]([C:24]#[N:25])=[CH:22][C:16]([C:17]([O:19][CH2:20][CH3:21])=[O:18])=[C:15]([O:26][CH:27]([F:28])[F:29])[N:14]=2)[CH2:9][CH2:8]1)=[O:6])(=[O:32])=[O:31])[C:34]1[CH:35]=[CH:36][CH:37]=[CH:38][CH:39]=1. The catalyst class is: 532. (2) Reactant: Br[CH:2]([C:14]1[CH:19]=[CH:18][CH:17]=[CH:16][CH:15]=1)[C:3]([C:5]1[C:13]2[C:8](=[CH:9][CH:10]=[CH:11][CH:12]=2)[NH:7][CH:6]=1)=[O:4].[CH3:20][O:21][C:22]1[CH:27]=[CH:26][CH:25]=[C:24]([NH2:28])[CH:23]=1. Product: [NH:7]1[C:8]2[C:13](=[CH:12][CH:11]=[CH:10][CH:9]=2)[C:5]([C:3](=[O:4])[CH:2]([NH:28][C:24]2[CH:25]=[CH:26][CH:27]=[C:22]([O:21][CH3:20])[CH:23]=2)[C:14]2[CH:19]=[CH:18][CH:17]=[CH:16][CH:15]=2)=[CH:6]1. The catalyst class is: 10.